From a dataset of Experimentally validated miRNA-target interactions with 360,000+ pairs, plus equal number of negative samples. Binary Classification. Given a miRNA mature sequence and a target amino acid sequence, predict their likelihood of interaction. (1) The miRNA is hsa-miR-1260b with sequence AUCCCACCACUGCCACCAU. The protein sequence of the target gene is MQTCPLAFPGHVSQALGTLLFLAASLSAQNEGWDSPICTEGVVSVSWGENTVMSCNISNAFSHVNIKLRAHGQESAIFNEVAPGYFSRDGWQLQVQGGVAQLVIKGARDSHAGLYMWHLVGHQRNNRQVTLEVSGAEPQSAPDTGFWPVPAVVTAVFILLVALVMFAWYRCRCSQQRREKKFFLLEPQMKVAALRAGAQQGLSRASAELWTPDSEPTPRPLALVFKPSPLGALELLSPQPLFPYAADP. Result: 0 (no interaction). (2) The miRNA is hsa-miR-320e with sequence AAAGCUGGGUUGAGAAGG. The protein sequence of the target gene is MDAILNYRSEDTEDYYTLLGCDELSSVEQILAEFKVRALECHPDKHPENPKAVETFQKLQKAKEILTNEESRARYDHWRRSQMSMPFQQWEALNDSVKTSMHWVVRGKKDLMLEESDKTHTTKMENEECNEQRERKKEELASTAEKTEQKEPKPLEKSVSPQNSDSSGFADVNGWHLRFRWSKDAPSELLRKFRNYEI. Result: 0 (no interaction). (3) The miRNA is hsa-miR-297 with sequence AUGUAUGUGUGCAUGUGCAUG. The protein sequence of the target gene is MSVMVVRKKVTRKWEKLPGRNTFCCDGRVMMARQKGIFYLTLFLILGTCTLFFAFECRYLAVQLSPAIPVFAAMLFLFSMATLLRTSFSDPGVIPRALPDEAAFIEMEIEATNGAVPQGQRPPPRIKNFQINNQIVKLKYCYTCKIFRPPRASHCSICDNCVERFDHHCPWVGNCVGKRNYRYFYLFILSLSLLTIYVFAFNIVYVALKSLKIGFLETLKETPGTVLEVLICFFTLWSVVGLTGFHTFLVALNQTTNEDIKGSWTGKNRVQNPYSHGNIVKNCCEVLCGPLPPSVLDRRG.... Result: 0 (no interaction). (4) The miRNA is hsa-miR-1263 with sequence AUGGUACCCUGGCAUACUGAGU. The protein sequence of the target gene is MSVHESSNEINDEPMDTDSNIPESSGNDPSMEVDDEPESSDAADSFKRFERLLQKTENFSHCLSSGDAKLATGAPVDTKKRGRPSKKNGIDGDHRHRKTEQEEDEEMVADAIKSDDLVIFDKSPFYIENGEMRDYQVRGLNWLASLQHNKINGILADEMGLGKTLQTISMIGYMKHYKNKASPHLVIVPKSTLQNWANEFKKWCPSINAVVLIGDEAARNQVLRDVILPQKFDVCCTTYEMMLKVKTQLKKLNWRYIIIDEAHRIKNEKSKLSETVRELNSENRLLITGTPLQNNLHELW.... Result: 0 (no interaction). (5) The miRNA is mmu-miR-362-5p with sequence AAUCCUUGGAACCUAGGUGUGAAU. The protein sequence of the target gene is MRFLAATILLLALVAASQAEPLHFKDCGSKVGVIKEVNVSPCPTDPCQLHKGQSYSVNITFTSGTQSQNSTALVHGILEGIRVPFPIPEPDGCKSGINCPIQKDKVYSYLNKLPVKNEYPSIKLVVEWKLEDDKKNNLFCWEIPVQITS. Result: 1 (interaction). (6) The miRNA is hsa-miR-92a-3p with sequence UAUUGCACUUGUCCCGGCCUGU. The protein sequence of the target gene is MAAALFVLLGFALLGTHGASGAAGFVQAPLSQQRWVGGSVELHCEAVGSPVPEIQWWFEGQGPNDTCSQLWDGARLDRVHIHATYHQHAASTISIDTLVEEDTGTYECRASNDPDRNHLTRAPRVKWVRAQAVVLVLEPGTVFTTVEDLGSKILLTCSLNDSATEVTGHRWLKGGVVLKEDALPGQKTEFKVDSDDQWGEYSCVFLPEPMGTANIQLHGPPRVKAVKSSEHINEGETAMLVCKSESVPPVTDWAWYKITDSEDKALMNGSESRFFVSSSQGRSELHIENLNMEADPGQYR.... Result: 1 (interaction). (7) The miRNA is hsa-miR-890 with sequence UACUUGGAAAGGCAUCAGUUG. The protein sequence of the target gene is MGILEKISEIEKEIARTQKNKATEYHLGLLKAKLAKYRAQLLEPSKSASSKGEGFDVMKSGDARVALIGFPSVGKSTFLSLMTSTASEAASYEFTTLTCIPGVIEYKGANIQLLDLPGIIEGAAQGKGRGRQVIAVARTADVIIMMLDATKGEVQRSLLEKELESVGIRLNKHKPNIYFKPKKGGGISFNSTVTLTQCSEKLVQLILHEYKIFNAEVLFREDCSPDEFIDVIVGNRVYMPCLYVYNKIDQISMEEVDRLARKPNSVVISCGMKLNLDYLLEMLWEYLALTCIYTKKRGQR.... Result: 0 (no interaction). (8) The miRNA is mmu-miR-3059-5p with sequence UUUCCUCUCUGCCCCAUAGGGU. The protein sequence of the target gene is MAEEAAPSESRAAGRLSLELCAEALPGRREEVGHEDTASHRRPRADPRRWASGLLLLLWLLEAPLLLGVRAQAAGQVSGPGQQAPPPPQPQQSGQQYNGERGISIPDHGYCQPISIPLCTDIAYNQTIMPNLLGHTNQEDAGLEVHQFYPLVKVQCSAELKFFLCSMYAPVCTVLEQALPPCRSLCERARQGCEALMNKFGFQWPDTLKCEKFPVHGAGELCVGQNTSDKGTPTPSLLPEFWTSNPQHGGGGYRGGYPGGAGTVERGKFSCPRALRVPSYLNYHFLGEKDCGAPCEPTKV.... Result: 1 (interaction). (9) Result: 1 (interaction). The miRNA is hsa-miR-4763-3p with sequence AGGCAGGGGCUGGUGCUGGGCGGG. The protein sequence of the target gene is MRDPGAAAPLSSLGLCALVLALLGALSAGAGAQPYHGEKGISVPDHGFCQPISIPLCTDIAYNQTILPNLLGHTNQEDAGLEVHQFYPLVKVQCSPELRFFLCSMYAPVCTVLDQAIPPCRSLCERARQGCEALMNKFGFQWPERLRCENFPVHGAGEICVGQNTSDGSGGPGGGPTAYPTAPYLPDLPFTALPPGASDGRGRPAFPFSCPRQLKVPPYLGYRFLGERDCGAPCEPGRANGLMYFKEEERRFARLWVGVWSVLCCASTLFTVLTYLVDMRRFSYPERPIIFLSGCYFMVA.... (10) The miRNA is hsa-miR-4458 with sequence AGAGGUAGGUGUGGAAGAA. The protein sequence of the target gene is MNAPPAFESFLLFEGEKKITINKDTKVPNACLFTINKEDHTLGNIIKSQLLKDPQVLFAGYKVPHPLEHKIIIRVQTTPDYSPQEAFTNAITDLISELSLLEERFRVAIKDKQEGIE. Result: 0 (no interaction).